Dataset: NCI-60 drug combinations with 297,098 pairs across 59 cell lines. Task: Regression. Given two drug SMILES strings and cell line genomic features, predict the synergy score measuring deviation from expected non-interaction effect. (1) Drug 1: CC1C(C(=O)NC(C(=O)N2CCCC2C(=O)N(CC(=O)N(C(C(=O)O1)C(C)C)C)C)C(C)C)NC(=O)C3=C4C(=C(C=C3)C)OC5=C(C(=O)C(=C(C5=N4)C(=O)NC6C(OC(=O)C(N(C(=O)CN(C(=O)C7CCCN7C(=O)C(NC6=O)C(C)C)C)C)C(C)C)C)N)C. Drug 2: CCC1(CC2CC(C3=C(CCN(C2)C1)C4=CC=CC=C4N3)(C5=C(C=C6C(=C5)C78CCN9C7C(C=CC9)(C(C(C8N6C)(C(=O)OC)O)OC(=O)C)CC)OC)C(=O)OC)O.OS(=O)(=O)O. Cell line: UACC-257. Synergy scores: CSS=2.88, Synergy_ZIP=-0.109, Synergy_Bliss=-2.19, Synergy_Loewe=-1.31, Synergy_HSA=-1.45. (2) Drug 1: CC1=CC2C(CCC3(C2CCC3(C(=O)C)OC(=O)C)C)C4(C1=CC(=O)CC4)C. Drug 2: C1CN1P(=S)(N2CC2)N3CC3. Cell line: U251. Synergy scores: CSS=16.9, Synergy_ZIP=-5.26, Synergy_Bliss=-1.45, Synergy_Loewe=-8.49, Synergy_HSA=-0.430. (3) Drug 1: CC(C)CN1C=NC2=C1C3=CC=CC=C3N=C2N. Drug 2: N.N.Cl[Pt+2]Cl. Cell line: COLO 205. Synergy scores: CSS=33.6, Synergy_ZIP=-9.60, Synergy_Bliss=-0.852, Synergy_Loewe=3.35, Synergy_HSA=2.48. (4) Drug 1: C1=NC2=C(N1)C(=S)N=CN2. Drug 2: CN(C(=O)NC(C=O)C(C(C(CO)O)O)O)N=O. Cell line: U251. Synergy scores: CSS=32.4, Synergy_ZIP=7.25, Synergy_Bliss=8.98, Synergy_Loewe=-7.34, Synergy_HSA=7.13. (5) Drug 1: C1=CC(=CC=C1CCCC(=O)O)N(CCCl)CCCl. Drug 2: C1CCC(C(C1)N)N.C(=O)(C(=O)[O-])[O-].[Pt+4]. Cell line: NCI/ADR-RES. Synergy scores: CSS=11.6, Synergy_ZIP=-11.0, Synergy_Bliss=-12.3, Synergy_Loewe=-32.6, Synergy_HSA=-9.45. (6) Drug 1: CC1=CC2C(CCC3(C2CCC3(C(=O)C)OC(=O)C)C)C4(C1=CC(=O)CC4)C. Cell line: HOP-62. Drug 2: B(C(CC(C)C)NC(=O)C(CC1=CC=CC=C1)NC(=O)C2=NC=CN=C2)(O)O. Synergy scores: CSS=1.01, Synergy_ZIP=3.31, Synergy_Bliss=9.76, Synergy_Loewe=5.11, Synergy_HSA=3.83.